Dataset: Full USPTO retrosynthesis dataset with 1.9M reactions from patents (1976-2016). Task: Predict the reactants needed to synthesize the given product. Given the product [NH4+:8].[OH-:7].[F:1][C:2]1[CH:3]=[CH:4][C:5]([C:6](/[N:8]=[C:9]2/[N:10]([C@H:22]3[CH2:23][CH2:24][C@@H:25]([C:28](=[O:33])[NH:29][CH:30]([CH3:32])[CH3:31])[CH2:26][CH2:27]3)[C:11]3[CH:16]=[C:15]([O:17][CH2:18][CH2:19][N:36]4[CH2:41][CH2:40][CH:39]([C:42]([OH:45])([CH3:44])[CH3:43])[CH2:38][CH2:37]4)[N:14]=[CH:13][C:12]=3[NH:21]/2)=[O:7])=[CH:34][CH:35]=1, predict the reactants needed to synthesize it. The reactants are: [F:1][C:2]1[CH:35]=[CH:34][C:5]([C:6](/[N:8]=[C:9]2/[N:10]([C@H:22]3[CH2:27][CH2:26][C@@H:25]([C:28](=[O:33])[NH:29][CH:30]([CH3:32])[CH3:31])[CH2:24][CH2:23]3)[C:11]3[CH:16]=[C:15]([O:17][CH2:18][CH:19]=O)[N:14]=[CH:13][C:12]=3[NH:21]/2)=[O:7])=[CH:4][CH:3]=1.[NH:36]1[CH2:41][CH2:40][CH:39]([C:42]([OH:45])([CH3:44])[CH3:43])[CH2:38][CH2:37]1.[BH-](OC(C)=O)(OC(C)=O)OC(C)=O.[Na+].CO.